Dataset: Reaction yield outcomes from USPTO patents with 853,638 reactions. Task: Predict the reaction yield, written as a fraction of the theoretical maximum amount of product (1.0 means a 100% yield; for example, 0.34 means a 34% yield). The reactants are [C:1]1([NH2:8])[CH:6]=[CH:5][C:4]([NH2:7])=[CH:3][CH:2]=1.[C:9]1(=[O:15])[O:14][C:12](=[O:13])[CH:11]=[CH:10]1.[OH-].[Li+:17]. The catalyst is O1CCCC1.O. The product is [NH2:7][C:4]1[CH:5]=[CH:6][C:1]([NH:8][C:9](=[O:15])/[CH:10]=[CH:11]\[C:12]([O-:14])=[O:13])=[CH:2][CH:3]=1.[Li+:17]. The yield is 0.753.